This data is from Full USPTO retrosynthesis dataset with 1.9M reactions from patents (1976-2016). The task is: Predict the reactants needed to synthesize the given product. (1) Given the product [C:12]([C:14]1[CH:19]=[CH:18][C:17]([CH:20]2[CH2:25][CH2:24][N:23]([C:26]([C:28]3[CH:29]=[CH:30][C:31]([CH3:41])=[C:32]([NH:34][S:35]([CH2:38][CH:39]4[CH2:40][O:6]4)(=[O:37])=[O:36])[CH:33]=3)=[O:27])[CH2:22][CH2:21]2)=[CH:16][CH:15]=1)#[N:13], predict the reactants needed to synthesize it. The reactants are: ClC1C=C(C=CC=1)C(OO)=[O:6].[C:12]([C:14]1[CH:19]=[CH:18][C:17]([CH:20]2[CH2:25][CH2:24][N:23]([C:26]([C:28]3[CH:29]=[CH:30][C:31]([CH3:41])=[C:32]([NH:34][S:35]([CH2:38][CH:39]=[CH2:40])(=[O:37])=[O:36])[CH:33]=3)=[O:27])[CH2:22][CH2:21]2)=[CH:16][CH:15]=1)#[N:13]. (2) Given the product [CH3:7][C:6]1([CH3:8])[C:2]([CH3:1])([CH3:22])[O:3][B:4]([C:9]2[CH:14]=[CH:13][C:12]([CH2:15][CH2:16][C:17]([O:19][CH2:20][CH3:21])=[O:18])=[CH:11][CH:10]=2)[O:5]1, predict the reactants needed to synthesize it. The reactants are: [CH3:1][C:2]1([CH3:22])[C:6]([CH3:8])([CH3:7])[O:5][B:4]([C:9]2[CH:14]=[CH:13][C:12]([CH:15]=[CH:16][C:17]([O:19][CH2:20][CH3:21])=[O:18])=[CH:11][CH:10]=2)[O:3]1. (3) Given the product [CH2:1]([N:3]([CH2:29][C:30]1[CH:35]=[CH:34][C:33]([O:36][CH2:40][CH2:41][N:43]([CH2:45][CH2:46][O:47][CH3:48])[CH3:44])=[C:32]([F:37])[CH:31]=1)[C:4]1[CH:9]=[C:8]([O:10][CH3:11])[CH:7]=[CH:6][C:5]=1[C@@H:12]1[CH2:21][CH2:20][C:19]2[CH:18]=[C:17]([OH:22])[CH:16]=[CH:15][C:14]=2[CH2:13]1)[CH3:2], predict the reactants needed to synthesize it. The reactants are: [CH2:1]([N:3]([C:29](=O)[C:30]1[CH:35]=[CH:34][C:33]([OH:36])=[C:32]([F:37])[CH:31]=1)[C:4]1[CH:9]=[C:8]([O:10][CH3:11])[CH:7]=[CH:6][C:5]=1[C@@H:12]1[CH2:21][CH2:20][C:19]2[CH:18]=[C:17]([O:22]C(=O)C(C)(C)C)[CH:16]=[CH:15][C:14]=2[CH2:13]1)[CH3:2].Cl[CH2:40][C:41]([N:43]([CH2:45][CH2:46][O:47][CH3:48])[CH3:44])=O. (4) Given the product [CH3:10][O:9][C:7]1[CH:6]=[C:5]([C:11]([C:13]2[CH:18]=[CH:17][CH:16]=[C:15]([O:19][CH3:20])[CH:14]=2)=[O:12])[CH:4]=[C:3]([O:2][CH3:1])[CH:8]=1, predict the reactants needed to synthesize it. The reactants are: [CH3:1][O:2][C:3]1[CH:4]=[C:5]([CH:11]([C:13]2[CH:18]=[CH:17][CH:16]=[C:15]([O:19][CH3:20])[CH:14]=2)[OH:12])[CH:6]=[C:7]([O:9][CH3:10])[CH:8]=1.